This data is from Reaction yield outcomes from USPTO patents with 853,638 reactions. The task is: Predict the reaction yield, written as a fraction of the theoretical maximum amount of product (1.0 means a 100% yield; for example, 0.34 means a 34% yield). (1) The reactants are [C:1]([O:11][CH:12]([CH3:14])[CH3:13])(=[O:10])/[CH:2]=[CH:3]/[C:4]([O:6][CH:7]([CH3:9])[CH3:8])=[O:5].[C:15]([O:25][CH2:26][CH3:27])(=[O:24])[CH:16]=[CH:17][C:18]1[CH:23]=[CH:22][CH:21]=[CH:20][CH:19]=1.[C:28]([O:32]CCCCCC[O:32][C:28](=[O:31])[CH:29]=[CH2:30])(=[O:31])[CH:29]=[CH2:30].C(OOOC(C)(C)C)(=O)C(C)(C)C. The catalyst is O1CCCC1.CO. The product is [C:4]([O:6][CH:7]([CH3:9])[CH3:8])(=[O:5])/[CH:3]=[CH:2]/[C:1]([O:11][CH:12]([CH3:14])[CH3:13])=[O:10].[C:15]([O:25][CH2:26][CH3:27])(=[O:24])[CH:16]=[CH:17][C:18]1[CH:19]=[CH:20][CH:21]=[CH:22][CH:23]=1.[C:28]([O-:32])(=[O:31])[CH:29]=[CH2:30]. The yield is 0.570. (2) The reactants are Cl[C:2]1[C:7]([CH:8]([CH2:13][CH2:14][CH3:15])[C:9]([O:11][CH3:12])=[O:10])=[C:6]([CH3:16])[N:5]=[C:4]([C:17]2[CH:22]=[CH:21][CH:20]=[CH:19][CH:18]=2)[N:3]=1.C(N(CC)C(C)C)(C)C.[Cl:32][C:33]1[CH:38]=[CH:37][C:36](B(O)O)=[CH:35][CH:34]=1. The catalyst is COCCOC.O.C1C=CC([P]([Pd]([P](C2C=CC=CC=2)(C2C=CC=CC=2)C2C=CC=CC=2)([P](C2C=CC=CC=2)(C2C=CC=CC=2)C2C=CC=CC=2)[P](C2C=CC=CC=2)(C2C=CC=CC=2)C2C=CC=CC=2)(C2C=CC=CC=2)C2C=CC=CC=2)=CC=1. The yield is 0.510. The product is [Cl:32][C:33]1[CH:38]=[CH:37][C:36]([C:2]2[C:7]([CH:8]([CH2:13][CH2:14][CH3:15])[C:9]([O:11][CH3:12])=[O:10])=[C:6]([CH3:16])[N:5]=[C:4]([C:17]3[CH:22]=[CH:21][CH:20]=[CH:19][CH:18]=3)[N:3]=2)=[CH:35][CH:34]=1. (3) The yield is 0.370. The reactants are [CH3:1][O:2][C:3]1[CH:8]=[CH:7][C:6]([C:9]2[C:13]([CH3:15])([CH3:14])[NH:12][C:11](=[O:16])[C:10]=2[C:17]2[CH:22]=[CH:21][C:20]([O:23][CH2:24][C:25]3[CH:34]=[CH:33][C:32]4[C:27](=[CH:28][CH:29]=[CH:30][CH:31]=4)[N:26]=3)=[CH:19][CH:18]=2)=[CH:5][CH:4]=1.[H-].[Na+].[CH3:37]I. The catalyst is CN(C=O)C.O. The product is [CH3:1][O:2][C:3]1[CH:4]=[CH:5][C:6]([C:9]2[C:13]([CH3:15])([CH3:14])[N:12]([CH3:37])[C:11](=[O:16])[C:10]=2[C:17]2[CH:22]=[CH:21][C:20]([O:23][CH2:24][C:25]3[CH:34]=[CH:33][C:32]4[C:27](=[CH:28][CH:29]=[CH:30][CH:31]=4)[N:26]=3)=[CH:19][CH:18]=2)=[CH:7][CH:8]=1. (4) The reactants are [CH3:1][O:2][C:3](=[O:21])[C@@H:4]([CH2:13][C:14]1[CH:19]=[CH:18][C:17]([OH:20])=[CH:16][CH:15]=1)[NH:5][C:6]([O:8][C:9]([CH3:12])([CH3:11])[CH3:10])=[O:7].[O:22]([C:29]1[CH:34]=[CH:33][C:32](B(O)O)=[CH:31][CH:30]=1)[C:23]1[CH:28]=[CH:27][CH:26]=[CH:25][CH:24]=1.C(N(CC)CC)C. The catalyst is ClCCl.C([O-])(=O)C.[Cu+2].C([O-])(=O)C. The product is [CH3:1][O:2][C:3](=[O:21])[C@H:4]([NH:5][C:6]([O:8][C:9]([CH3:12])([CH3:10])[CH3:11])=[O:7])[CH2:13][C:14]1[CH:19]=[CH:18][C:17]([O:20][C:32]2[CH:33]=[CH:34][C:29]([O:22][C:23]3[CH:28]=[CH:27][CH:26]=[CH:25][CH:24]=3)=[CH:30][CH:31]=2)=[CH:16][CH:15]=1. The yield is 0.470. (5) The reactants are [CH2:1]([N:8]1[CH2:13][CH2:12][C:11]([OH:21])([C:14]2[C:15](Br)=[N:16][CH:17]=[CH:18][CH:19]=2)[CH2:10][CH2:9]1)[C:2]1[CH:7]=[CH:6][CH:5]=[CH:4][CH:3]=1.C(N(CC)C(C)C)(C)C.C1(P(C2C=CC=CC=2)C2C=CC=CC=2)C=CC=CC=1.CN(C)[CH:52]=[O:53]. No catalyst specified. The product is [CH2:1]([N:8]1[CH2:13][CH2:12][C:11]2([C:14]3[C:15](=[N:16][CH:17]=[CH:18][CH:19]=3)[C:52](=[O:53])[O:21]2)[CH2:10][CH2:9]1)[C:2]1[CH:7]=[CH:6][CH:5]=[CH:4][CH:3]=1. The yield is 0.430.